Dataset: Reaction yield outcomes from USPTO patents with 853,638 reactions. Task: Predict the reaction yield, written as a fraction of the theoretical maximum amount of product (1.0 means a 100% yield; for example, 0.34 means a 34% yield). (1) The reactants are I[C:2]1[CH:7]=[CH:6][C:5]([CH3:8])=[CH:4][CH:3]=1.[O-]P([O-])([O-])=O.[K+].[K+].[K+].[NH2:17][CH2:18][CH2:19][CH2:20][NH:21][CH2:22][CH2:23][CH2:24][CH2:25][NH2:26].[CH2:27](O)[CH2:28]O.N. The catalyst is O.[Cu]I.C(O)(C)C. The product is [CH3:8][C:5]1[CH:6]=[CH:7][C:2]([NH:26][CH2:25][CH2:24][CH2:23][CH2:22][NH:21][CH2:20][CH2:19][CH2:18][NH:17][C:2]2[CH:7]=[CH:6][C:27]([CH3:28])=[CH:4][CH:3]=2)=[CH:3][CH:4]=1. The yield is 0.730. (2) The reactants are [NH:1]1[CH2:5][CH2:4][C@H:3]([NH:6][C:7](=[O:13])[O:8][C:9]([CH3:12])([CH3:11])[CH3:10])[CH2:2]1.CCN(C(C)C)C(C)C.Cl[C:24]([O:26][CH2:27][C:28]1[CH:33]=[CH:32][CH:31]=[CH:30][CH:29]=1)=[O:25]. The yield is 0.970. The product is [C:9]([O:8][C:7]([NH:6][C@H:3]1[CH2:4][CH2:5][N:1]([C:24]([O:26][CH2:27][C:28]2[CH:33]=[CH:32][CH:31]=[CH:30][CH:29]=2)=[O:25])[CH2:2]1)=[O:13])([CH3:10])([CH3:12])[CH3:11]. The catalyst is ClCCl.